From a dataset of Catalyst prediction with 721,799 reactions and 888 catalyst types from USPTO. Predict which catalyst facilitates the given reaction. Reactant: [CH2:1]([N:7]1[CH2:12][CH:11]2[CH:9]([C:10]2([C:14]2[CH:15]=[C:16]([C:20](=[NH:24])OCC)[CH:17]=[CH:18][CH:19]=2)[CH3:13])[C:8]1=[O:25])[CH2:2][CH2:3][CH2:4][CH2:5][CH3:6].[CH:26]([NH:28][NH2:29])=O. Product: [CH2:1]([N:7]1[CH2:12][CH:11]2[CH:9]([C:10]2([CH3:13])[C:14]2[CH:19]=[CH:18][CH:17]=[C:16]([C:20]3[NH:24][CH:26]=[N:28][N:29]=3)[CH:15]=2)[C:8]1=[O:25])[CH2:2][CH2:3][CH2:4][CH2:5][CH3:6]. The catalyst class is: 5.